This data is from Merck oncology drug combination screen with 23,052 pairs across 39 cell lines. The task is: Regression. Given two drug SMILES strings and cell line genomic features, predict the synergy score measuring deviation from expected non-interaction effect. (1) Drug 1: CCC1(O)CC2CN(CCc3c([nH]c4ccccc34)C(C(=O)OC)(c3cc4c(cc3OC)N(C)C3C(O)(C(=O)OC)C(OC(C)=O)C5(CC)C=CCN6CCC43C65)C2)C1. Drug 2: CCc1cnn2c(NCc3ccc[n+]([O-])c3)cc(N3CCCCC3CCO)nc12. Cell line: HT144. Synergy scores: synergy=-13.6. (2) Drug 2: COC1=C2CC(C)CC(OC)C(O)C(C)C=C(C)C(OC(N)=O)C(OC)C=CC=C(C)C(=O)NC(=CC1=O)C2=O. Cell line: LNCAP. Synergy scores: synergy=20.3. Drug 1: O=P1(N(CCCl)CCCl)NCCCO1. (3) Drug 1: O=C(O)C1(Cc2cccc(Nc3nccs3)n2)CCC(Oc2cccc(Cl)c2F)CC1. Drug 2: NC(=O)c1cccc2cn(-c3ccc(C4CCCNC4)cc3)nc12. Cell line: RKO. Synergy scores: synergy=48.3. (4) Drug 1: O=C(NOCC(O)CO)c1ccc(F)c(F)c1Nc1ccc(I)cc1F. Drug 2: CCC1(O)C(=O)OCc2c1cc1n(c2=O)Cc2cc3c(CN(C)C)c(O)ccc3nc2-1. Cell line: SKOV3. Synergy scores: synergy=12.4. (5) Drug 1: O=C(O)C1(Cc2cccc(Nc3nccs3)n2)CCC(Oc2cccc(Cl)c2F)CC1. Drug 2: NC1CCCCC1N.O=C(O)C(=O)O.[Pt+2]. Cell line: UWB1289. Synergy scores: synergy=8.35. (6) Drug 1: O=S1(=O)NC2(CN1CC(F)(F)F)C1CCC2Cc2cc(C=CCN3CCC(C(F)(F)F)CC3)ccc2C1. Drug 2: CCN(CC)CCNC(=O)c1c(C)[nH]c(C=C2C(=O)Nc3ccc(F)cc32)c1C. Cell line: T47D. Synergy scores: synergy=21.3. (7) Drug 1: CC(=O)OC1C(=O)C2(C)C(O)CC3OCC3(OC(C)=O)C2C(OC(=O)c2ccccc2)C2(O)CC(OC(=O)C(O)C(NC(=O)c3ccccc3)c3ccccc3)C(C)=C1C2(C)C. Drug 2: Cn1cc(-c2cnn3c(N)c(Br)c(C4CCCNC4)nc23)cn1. Cell line: CAOV3. Synergy scores: synergy=10.3. (8) Drug 1: O=P1(N(CCCl)CCCl)NCCCO1. Drug 2: C=CCn1c(=O)c2cnc(Nc3ccc(N4CCN(C)CC4)cc3)nc2n1-c1cccc(C(C)(C)O)n1. Cell line: PA1. Synergy scores: synergy=3.38. (9) Drug 1: Cc1nc(Nc2ncc(C(=O)Nc3c(C)cccc3Cl)s2)cc(N2CCN(CCO)CC2)n1. Drug 2: Cn1c(=O)n(-c2ccc(C(C)(C)C#N)cc2)c2c3cc(-c4cnc5ccccc5c4)ccc3ncc21. Cell line: SKMES1. Synergy scores: synergy=36.1. (10) Drug 1: CN(C)C(=N)N=C(N)N. Drug 2: NC(=O)c1cccc2cn(-c3ccc(C4CCCNC4)cc3)nc12. Cell line: A375. Synergy scores: synergy=1.58.